From a dataset of Full USPTO retrosynthesis dataset with 1.9M reactions from patents (1976-2016). Predict the reactants needed to synthesize the given product. (1) Given the product [Br:1][C:10]1[CH:11]=[C:12]2[C:7]([N:6]=[CH:5][C:4]([OH:13])=[N:3]2)=[CH:8][CH:9]=1, predict the reactants needed to synthesize it. The reactants are: [Br:1]Br.[N:3]1[C:12]2[C:7](=[CH:8][CH:9]=[CH:10][CH:11]=2)[N:6]=[CH:5][C:4]=1[OH:13]. (2) Given the product [F:1][C:2]1[CH:3]=[C:4]([CH:9]2[CH2:10][CH2:11][N:12]([C:15]([C:17]3[CH:18]=[N:19][C:20]4[N:21]([N:32]=[CH:33][C:34]=4[C:35]([NH:43][S:40]([CH2:38][CH3:39])(=[O:42])=[O:41])=[O:36])[C:22]=3[NH:23][C:24]3[CH:29]=[C:28]([CH3:30])[CH:27]=[CH:26][C:25]=3[CH3:31])=[O:16])[CH2:13][CH2:14]2)[CH:5]=[CH:6][C:7]=1[F:8], predict the reactants needed to synthesize it. The reactants are: [F:1][C:2]1[CH:3]=[C:4]([CH:9]2[CH2:14][CH2:13][N:12]([C:15]([C:17]3[CH:18]=[N:19][C:20]4[N:21]([N:32]=[CH:33][C:34]=4[C:35](O)=[O:36])[C:22]=3[NH:23][C:24]3[CH:29]=[C:28]([CH3:30])[CH:27]=[CH:26][C:25]=3[CH3:31])=[O:16])[CH2:11][CH2:10]2)[CH:5]=[CH:6][C:7]=1[F:8].[CH2:38]([S:40]([NH2:43])(=[O:42])=[O:41])[CH3:39]. (3) Given the product [CH:1]1([C:4]2[C:5]3[C:6]([OH:7])=[N:8][C:9]([C:10]4[CH:15]=[CH:14][N:13]=[CH:12][CH:11]=4)=[N:19][C:20]=3[CH:21]=[N:22][CH:23]=2)[CH2:3][CH2:2]1, predict the reactants needed to synthesize it. The reactants are: [CH:1]1([C:4]2[CH:23]=[N:22][CH:21]=[C:20](F)[C:5]=2[C:6]([NH:8][C:9](=[NH:19])[C:10]2[CH:15]=[CH:14][N:13]=[C:12]3NC=C[C:11]=23)=[O:7])[CH2:3][CH2:2]1.C([O-])([O-])=O.[Cs+].[Cs+].O.C(O)(=O)C. (4) Given the product [C:1]1([C@H:7]([NH:10][C:15]2[C:14]3[N:18]=[CH:19][N:20]([C:13]=3[N:12]=[CH:11][N:16]=2)[C@@H:21]2[O:25][C@H:24]([CH2:26][OH:27])[C@@H:23]([OH:28])[C@H:22]2[OH:29])[CH2:8][CH3:9])[CH:6]=[CH:5][CH:4]=[CH:3][CH:2]=1, predict the reactants needed to synthesize it. The reactants are: [C:1]1([C@H:7]([NH2:10])[CH2:8][CH3:9])[CH:6]=[CH:5][CH:4]=[CH:3][CH:2]=1.[CH:11]1[N:16]=[C:15](Cl)[C:14]2[N:18]=[CH:19][N:20]([C@@H:21]3[O:25][C@H:24]([CH2:26][OH:27])[C@@H:23]([OH:28])[C@H:22]3[OH:29])[C:13]=2[N:12]=1.C(N(CC)CC)C. (5) Given the product [CH:23]([C:26]1[CH:31]=[CH:30][CH:29]=[C:28]([CH:32]([CH3:33])[CH3:34])[C:27]=1[NH:35][C:36](=[O:37])[N:9]([C:6]1[CH:7]=[CH:8][C:3]([CH2:1][CH3:2])=[CH:4][CH:5]=1)[CH2:10][C:11]1[CH:16]=[CH:15][C:14]([N:17]2[CH2:18][CH2:19][O:20][CH2:21][CH2:22]2)=[CH:13][CH:12]=1)([CH3:24])[CH3:25], predict the reactants needed to synthesize it. The reactants are: [CH2:1]([C:3]1[CH:8]=[CH:7][C:6]([NH:9][CH2:10][C:11]2[CH:16]=[CH:15][C:14]([N:17]3[CH2:22][CH2:21][O:20][CH2:19][CH2:18]3)=[CH:13][CH:12]=2)=[CH:5][CH:4]=1)[CH3:2].[CH:23]([C:26]1[CH:31]=[CH:30][CH:29]=[C:28]([CH:32]([CH3:34])[CH3:33])[C:27]=1[N:35]=[C:36]=[O:37])([CH3:25])[CH3:24]. (6) Given the product [Br:12][C:10]1[CH:11]=[C:2]2[C:3]([CH:4]=[N:5][N:6]2[CH3:7])=[CH:8][C:9]=1[O:13][C:14]1[CH:19]=[CH:18][C:17]([N+:20]([O-:22])=[O:21])=[CH:16][C:15]=1[F:23], predict the reactants needed to synthesize it. The reactants are: Br[C:2]1[CH:11]=[C:10]([Br:12])[C:9]([O:13][C:14]2[CH:19]=[CH:18][C:17]([N+:20]([O-:22])=[O:21])=[CH:16][C:15]=2[F:23])=[CH:8][C:3]=1[CH:4]=[N:5][NH:6][CH3:7].C(=O)([O-])[O-].[K+].[K+].CN(C=O)C.CC(OC)(C)C. (7) Given the product [C:1]([O:5][C:6](=[O:29])[NH:7][CH2:8][C:9]1[CH:14]=[CH:13][C:12]([C:15]2[CH:20]=[CH:19][CH:18]=[C:17]([NH:21][C:22]3[N:27]=[C:26]([C:34]#[N:33])[N:25]=[CH:24][N:23]=3)[CH:16]=2)=[CH:11][CH:10]=1)([CH3:4])([CH3:3])[CH3:2], predict the reactants needed to synthesize it. The reactants are: [C:1]([O:5][C:6](=[O:29])[NH:7][CH2:8][C:9]1[CH:14]=[CH:13][C:12]([C:15]2[CH:20]=[CH:19][CH:18]=[C:17]([NH:21][C:22]3[N:27]=[C:26](Cl)[N:25]=[CH:24][N:23]=3)[CH:16]=2)=[CH:11][CH:10]=1)([CH3:4])([CH3:3])[CH3:2].[C-]#N.[K+].[N:33]12CCN(CC1)C[CH2:34]2.